From a dataset of Forward reaction prediction with 1.9M reactions from USPTO patents (1976-2016). Predict the product of the given reaction. Given the reactants [Cl:1][C:2]1[CH:7]=[CH:6][C:5]([NH:8][C:9](=[O:21])[C:10]2[CH:15]=[CH:14][C:13]([C:16]([F:19])([F:18])[F:17])=[N:12][C:11]=2[CH3:20])=[CH:4][C:3]=1[CH2:22][OH:23], predict the reaction product. The product is: [Cl:1][C:2]1[CH:7]=[CH:6][C:5]([NH:8][C:9](=[O:21])[C:10]2[CH:15]=[CH:14][C:13]([C:16]([F:18])([F:19])[F:17])=[N:12][C:11]=2[CH3:20])=[CH:4][C:3]=1[CH:22]=[O:23].